From a dataset of Reaction yield outcomes from USPTO patents with 853,638 reactions. Predict the reaction yield, written as a fraction of the theoretical maximum amount of product (1.0 means a 100% yield; for example, 0.34 means a 34% yield). (1) The reactants are [Br:1][C:2]1[CH:7]=[C:6]([F:8])[C:5]([NH:9][C:10]([NH:12][NH:13][C:14](=O)[CH2:15][C@@H:16]2[CH2:20][CH2:19][N:18]([C:21]([CH:23]3[CH2:25][CH2:24]3)=[O:22])[CH2:17]2)=[O:11])=[C:4]([F:27])[CH:3]=1.C(=O)([O-])[O-].[K+].[K+]. The catalyst is O. The product is [Br:1][C:2]1[CH:7]=[C:6]([F:8])[C:5]([N:9]2[C:14]([CH2:15][C@@H:16]3[CH2:20][CH2:19][N:18]([C:21]([CH:23]4[CH2:25][CH2:24]4)=[O:22])[CH2:17]3)=[N:13][NH:12][C:10]2=[O:11])=[C:4]([F:27])[CH:3]=1. The yield is 0.130. (2) The reactants are [Li+].[OH-].[CH3:3][C:4]1[N:8]([CH2:9][C:10]2[CH:15]=[CH:14][CH:13]=[C:12]([C:16]([F:19])([F:18])[F:17])[C:11]=2[CH3:20])[C:7]2[CH:21]=[C:22]([N:29]3[CH2:34][CH2:33][O:32][CH2:31][CH2:30]3)[CH:23]=[C:24]([C:25]([O:27]C)=[O:26])[C:6]=2[N:5]=1. The catalyst is C1COCC1. The product is [CH3:3][C:4]1[N:8]([CH2:9][C:10]2[CH:15]=[CH:14][CH:13]=[C:12]([C:16]([F:18])([F:17])[F:19])[C:11]=2[CH3:20])[C:7]2[CH:21]=[C:22]([N:29]3[CH2:30][CH2:31][O:32][CH2:33][CH2:34]3)[CH:23]=[C:24]([C:25]([OH:27])=[O:26])[C:6]=2[N:5]=1. The yield is 0.880.